This data is from Forward reaction prediction with 1.9M reactions from USPTO patents (1976-2016). The task is: Predict the product of the given reaction. (1) The product is: [ClH:2].[Cl:2][C:3]1[CH:8]=[CH:7][C:6]([C:9]2([C:12]3[CH2:16][C:15]4([CH2:20][CH2:19][NH:18][CH2:17]4)[O:14][N:13]=3)[CH2:11][CH2:10]2)=[CH:5][CH:4]=1. Given the reactants Cl.[Cl:2][C:3]1[CH:8]=[CH:7][C:6]([C:9]2([C:12]3[CH2:16][C:15]4([CH2:20][CH2:19][N:18](C(OC(C)(C)C)=O)[CH2:17]4)[O:14][N:13]=3)[CH2:11][CH2:10]2)=[CH:5][CH:4]=1, predict the reaction product. (2) Given the reactants [NH2:1][C:2]1[CH:7]=[CH:6][CH:5]=[CH:4][C:3]=1[NH:8][C:9]([NH:11][C:12]1[CH:17]=[CH:16][C:15]([Cl:18])=[CH:14][CH:13]=1)=[O:10].N1C=CC=CC=1.[C:25]1([CH3:35])[CH:30]=[CH:29][CH:28]=[C:27]([S:31](Cl)(=[O:33])=[O:32])[CH:26]=1, predict the reaction product. The product is: [Cl:18][C:15]1[CH:16]=[CH:17][C:12]([NH:11][C:9](=[O:10])[NH:8][C:3]2[CH:4]=[CH:5][CH:6]=[CH:7][C:2]=2[NH:1][S:31]([C:27]2[CH:28]=[CH:29][CH:30]=[C:25]([CH3:35])[CH:26]=2)(=[O:33])=[O:32])=[CH:13][CH:14]=1. (3) Given the reactants [CH3:1][O:2][C:3]1[CH:10]=[CH:9][CH:8]=[C:7]([OH:11])[C:4]=1[CH:5]=[O:6].[Br:12][C:13]1[CH:18]=[CH:17][CH:16]=[C:15](Br)[N:14]=1.C(=O)([O-])[O-].[K+].[K+].C(OCC)(=O)C, predict the reaction product. The product is: [CH3:1][O:2][C:3]1[CH:10]=[CH:9][CH:8]=[C:7]([O:11][C:15]2[CH:16]=[CH:17][CH:18]=[C:13]([Br:12])[N:14]=2)[C:4]=1[CH:5]=[O:6].